The task is: Predict which catalyst facilitates the given reaction.. This data is from Catalyst prediction with 721,799 reactions and 888 catalyst types from USPTO. (1) Reactant: [Cl:1][C:2]1[N:7]=[C:6]([C:8]2[NH:9][C:10]3[C:15]([CH:16]=2)=[C:14]([F:17])[CH:13]=[CH:12][CH:11]=3)[C:5]([NH2:18])=[CH:4][CH:3]=1.CCN(C(C)C)C(C)C.[Cl:28][CH:29]([CH3:33])[C:30](Cl)=[O:31]. Product: [Cl:28][CH:29]([CH3:33])[C:30]([NH:18][C:5]1[C:6]([C:8]2[NH:9][C:10]3[C:15]([CH:16]=2)=[C:14]([F:17])[CH:13]=[CH:12][CH:11]=3)=[N:7][C:2]([Cl:1])=[CH:3][CH:4]=1)=[O:31]. The catalyst class is: 228. (2) Reactant: [OH:1][CH2:2][CH2:3][N:4]1[CH2:9][CH2:8][N:7]([C:10]([O:12][C:13]([CH3:16])([CH3:15])[CH3:14])=[O:11])[CH2:6][CH2:5]1.[H-].[Na+].C([N:26]1[C:30]2[CH:31]=[CH:32][CH:33]=[CH:34][C:29]=2[N:28]=[C:27]1Cl)C1C=CC=CC=1. Product: [N:26]1[C:30]2[CH:31]=[CH:32][CH:33]=[CH:34][C:29]=2[NH:28][C:27]=1[O:1][CH2:2][CH2:3][N:4]1[CH2:9][CH2:8][N:7]([C:10]([O:12][C:13]([CH3:16])([CH3:15])[CH3:14])=[O:11])[CH2:6][CH2:5]1. The catalyst class is: 3.